Predict the reaction yield, written as a fraction of the theoretical maximum amount of product (1.0 means a 100% yield; for example, 0.34 means a 34% yield). From a dataset of Reaction yield outcomes from USPTO patents with 853,638 reactions. (1) The reactants are [Cl:1][C:2]1[N:7]=[N:6][C:5]([SH:8])=[CH:4][CH:3]=1.[CH3:9][O-].[Na+].IC.O. The catalyst is CO. The product is [Cl:1][C:2]1[N:7]=[N:6][C:5]([S:8][CH3:9])=[CH:4][CH:3]=1. The yield is 0.940. (2) The reactants are [Mg].II.Br[C:5]1[CH:10]=[CH:9][C:8]([O:11][CH3:12])=[CH:7][CH:6]=1.COCN[C:17](=[O:48])[CH2:18][CH2:19][CH2:20][CH2:21][O:22][C:23]1[CH:28]=[CH:27][C:26]([S:29]([C:32]2([C:38]([NH:40][O:41]C3CCCCO3)=[O:39])[CH2:37][CH2:36][O:35][CH2:34][CH2:33]2)(=[O:31])=[O:30])=[CH:25][CH:24]=1. The catalyst is O1CCCC1. The product is [OH:41][NH:40][C:38]([C:32]1([S:29]([C:26]2[CH:27]=[CH:28][C:23]([O:22][CH2:21][CH2:20][CH2:19][CH2:18][C:17]([C:5]3[CH:10]=[CH:9][C:8]([O:11][CH3:12])=[CH:7][CH:6]=3)=[O:48])=[CH:24][CH:25]=2)(=[O:30])=[O:31])[CH2:33][CH2:34][O:35][CH2:36][CH2:37]1)=[O:39]. The yield is 0.290.